From a dataset of Forward reaction prediction with 1.9M reactions from USPTO patents (1976-2016). Predict the product of the given reaction. Given the reactants Cl.C1C2C(COC([N:19]3[CH2:24][C@@H:23]([C:25](=[O:44])[N:26]([CH2:30][C:31]4[CH:36]=[CH:35][C:34]([Cl:37])=[C:33]([O:38][CH2:39][CH2:40][CH2:41][O:42][CH3:43])[CH:32]=4)[CH:27]4[CH2:29][CH2:28]4)[CH2:22][C@@H:21]([NH2:45])[CH2:20]3)=O)C3C(=CC=CC=3)C=2C=CC=1.[C:46](Cl)(=[O:51])[C:47]([CH3:50])([CH3:49])[CH3:48], predict the reaction product. The product is: [Cl:37][C:34]1[CH:35]=[CH:36][C:31]([CH2:30][N:26]([CH:27]2[CH2:28][CH2:29]2)[C:25]([C@H:23]2[CH2:22][C@@H:21]([NH:45][C:46](=[O:51])[C:47]([CH3:50])([CH3:49])[CH3:48])[CH2:20][NH:19][CH2:24]2)=[O:44])=[CH:32][C:33]=1[O:38][CH2:39][CH2:40][CH2:41][O:42][CH3:43].